From a dataset of NCI-60 drug combinations with 297,098 pairs across 59 cell lines. Regression. Given two drug SMILES strings and cell line genomic features, predict the synergy score measuring deviation from expected non-interaction effect. (1) Drug 1: C1=C(C(=O)NC(=O)N1)F. Drug 2: C1=NC2=C(N=C(N=C2N1C3C(C(C(O3)CO)O)O)F)N. Cell line: HCT-15. Synergy scores: CSS=34.1, Synergy_ZIP=-1.26, Synergy_Bliss=-5.98, Synergy_Loewe=-11.3, Synergy_HSA=-6.00. (2) Drug 1: C1=CC(=C(C=C1I)F)NC2=C(C=CC(=C2F)F)C(=O)NOCC(CO)O. Drug 2: CN1C=C(C=N1)C2=C3N=C(C(=C(N3N=C2)N)Br)C4CCCNC4. Cell line: HT29. Synergy scores: CSS=60.2, Synergy_ZIP=-1.72, Synergy_Bliss=-2.53, Synergy_Loewe=-1.74, Synergy_HSA=5.58.